The task is: Predict the product of the given reaction.. This data is from Forward reaction prediction with 1.9M reactions from USPTO patents (1976-2016). (1) The product is: [F:29][CH:28]([F:30])[C:23]1[CH:24]=[CH:25][CH:26]=[CH:27][C:22]=1[C:11]1[CH:10]=[CH:9][C:4]([C:5]([O:7][CH3:8])=[O:6])=[CH:3][C:2]=1[CH3:1]. Given the reactants [CH3:1][C:2]1[CH:3]=[C:4]([CH:9]=[CH:10][C:11]=1B1OC(C)(C)C(C)(C)O1)[C:5]([O:7][CH3:8])=[O:6].Br[C:22]1[CH:27]=[CH:26][CH:25]=[CH:24][C:23]=1[CH:28]([F:30])[F:29].[F-].[Cs+].O, predict the reaction product. (2) Given the reactants CC1(C)[O:6][CH:5]([CH2:7][O:8][C:9]2[CH:14]=[CH:13][C:12]([C:15](=[O:24])[CH2:16][C:17](=O)[C:18]([O:20][CH2:21][CH3:22])=[O:19])=[CH:11][CH:10]=2)[CH2:4][O:3]1.Cl.[NH2:27]O, predict the reaction product. The product is: [OH:6][CH:5]([CH2:4][OH:3])[CH2:7][O:8][C:9]1[CH:14]=[CH:13][C:12]([C:15]2[O:24][N:27]=[C:17]([C:18]([O:20][CH2:21][CH3:22])=[O:19])[CH:16]=2)=[CH:11][CH:10]=1.